From a dataset of Experimentally validated miRNA-target interactions with 360,000+ pairs, plus equal number of negative samples. Binary Classification. Given a miRNA mature sequence and a target amino acid sequence, predict their likelihood of interaction. (1) The miRNA is hsa-miR-124-3p with sequence UAAGGCACGCGGUGAAUGCCAA. The protein sequence of the target gene is MAANVGSMFQYWKRFDLRRLQKELNSVASELSARQEESEHSHKHLIELRREFKKNVPEEIREMVAPVLKSFQAEVVALSKRSQEAEAAFLSVYKQLIEAPDPVPVFEAARSLDDRLQPPSFDPSGQPRRDLHTSWKRNPELLSPKEQREGTSPAGPTLTEGSRLPGIPGKALLTETLLQRNEAEKQKGLQEVQITLAARLGEAEEKIKVLHSALKATQAELLELRRKYDEEAASKADEVGLIMTNLEKANQRAEAAQREVESLREQLASVNSSIRLACCSPQGPSGDKVNFTLCSGPRLE.... Result: 1 (interaction). (2) The miRNA is hsa-miR-5684 with sequence AACUCUAGCCUGAGCAACAG. The protein sequence of the target gene is MAMEGYWRFLALLGSALLVGFLSVIFALVWVLHYREGLGWDGSALEFNWHPVLMVTGFVFIQGIAIIVYRLPWTWKCSKLLMKSIHAGLNAVAAILAIISVVAVFENHNVNNIANMYSLHSWVGLIAVICYLLQLLSGFSVFLLPWAPLSLRAFLMPIHVYSGIVIFGTVIATALMGLTEKLIFSLRDPAYSTFPPEGVFVNTLGLLILVFGALIFWIVTRPQWKRPKEPNSTILHPNGGTEQGARGSMPAYSGNNMDKSDSELNSEVAARKRNLALDEAGQRSTM. Result: 0 (no interaction). (3) The miRNA is hsa-miR-3679-3p with sequence CUUCCCCCCAGUAAUCUUCAUC. The protein sequence of the target gene is MIPCRAALTFARCLIRRKIVTLDSLEDTKLCRCLSTMDLIALGVGSTLGAGVYVLAGEVAKADSGPSIVVSFLIAALASVMAGLCYAEFGARVPKTGSAYLYTYVTVGELWAFITGWNLILSYVIGTSSVARAWSGTFDELLSKQIGQFLRTYFRMNYTGLAEYPDFFAVCLILLLAGLLSFGVKESAWVNKVFTAVNILVLLFVMVAGFVKGNVANWKISEEFLKNISASAREPPSENGTSIYGAGGFMPYGFTGTLAGAATCFYAFVGFDCIATTGEEVRNPQKAIPIGIVTSLLVCF.... Result: 0 (no interaction). (4) The miRNA is mmu-miR-3070-2-3p with sequence UGGUGCUAUGGUCAGGGGUAGA. The protein sequence of the target gene is MAATAVAAGTGSPAGTESAEGGPGAAAALELWLNKATDPSMAEQDWSAIQKFCEQVNTDPSGPTHAPWLLAHKIQSPQEKEALYALTVLEICMNHCGEKFHSEVAKFRFLNELIKVLSPKYLGAWATEKVKGRVIEILFSWTVWFPEDIKIRDAYQMLKKQGIIKQDPKLPMDKILPPPSPWPKSIFDADEEKSKLLTRLLKSNHPEDLQAANRLIKNLVKEEQEKSEKVSRRVSAVEEVRSHVRVLREMLSMYRRPGHALPDQQALQVVYERCEKLRPTLFRLASDTTDDDDALAEILQ.... Result: 0 (no interaction). (5) The miRNA is mmu-miR-17-5p with sequence CAAAGUGCUUACAGUGCAGGUAG. The protein sequence of the target gene is MNSSDEEKQLQLITSLKEQAIGEYEDLRAENQKTKEKCDKIRQERDEAVKKLEEFQKISHMVIEEVNFMQNHLEIEKTCRESAEALATKLNKENKTLKRISMLYMAKLGPDVITEEINIDDDDPATDTDAAAETCVSVQCQKQIKELRDQIVSVQEEKKVLAIELENLKSKLGEVMEEVNKVKQEKAVLNSEVLEQRKVLEKCNRVSMLAVEEYEELQVNLELEKDLRKKAESFAQEMFIEQNKLKRQSHLLLQSSLPDQQLLKALDENAKLIQQLEEERIQHQKKVKELEERLENEALH.... Result: 1 (interaction). (6) The miRNA is hsa-miR-301a-5p with sequence GCUCUGACUUUAUUGCACUACU. The protein sequence of the target gene is MPQNEYIELHRKRYGYRLDYHEKKRKKEGREAHERSKKAKKMIGLKAKLYHKQRHAEKIQMKKTIKMHEKRNTKQKDDEKTPQGAVPAYLLDREGQSRAKVLSNMIKQKRKEKAGKWEVPLPKVRAQGETEVLKVIRTGKRKKKAWKRMVTKVCFVGDGFTRKPPKYERFIRPMGLRFKKAHVTHPELKATFCLPILGVKKNPSSPLYTTLGVITKGTVIEVNVSELGLVTQGGKVIWGKYAQVTNNPENDGCINAVLLV. Result: 0 (no interaction). (7) The miRNA is mmu-miR-297b-5p with sequence AUGUAUGUGUGCAUGAACAUGU. The protein sequence of the target gene is MFSRNHRSRVTVARGSALEMEFKRGRFRLSLFSDLPEDTELQRKLDHEIRMREGACKLLAACSQREQALEATKSLLVCNSRILSYMGELQRRKEAQVLGKTSRRPSDSGPPAERSPCRGRVCISDLRIPLMWKDTEYFKNKGDLHRWAVFLLLQLGEHIQDTEMILVDRTLTDISFQSNVLFAEAGPDFELRLELYGACVEEEGALTGGPKRLATKLSSSLGRSSGRRVRASLDSAGGSGSSPILLPTPVVGGPRYHLLAHTTLTLAAVQDGFRTHDLTLASHEENPAWLPLYGSVCCRL.... Result: 0 (no interaction). (8) The miRNA is mmu-miR-196b-5p with sequence UAGGUAGUUUCCUGUUGUUGGG. The protein sequence of the target gene is MSRSSKVVLGLSVLLTAATVAGVHVKQQWDQQRLRDGVIRDIERQIRKKENIRLLGEQIILTEQLEAEREKMLLAKGSQKS. Result: 0 (no interaction).